From a dataset of Catalyst prediction with 721,799 reactions and 888 catalyst types from USPTO. Predict which catalyst facilitates the given reaction. (1) Reactant: [CH2:1]([O:5][C:6]1[C:7]([CH2:12][NH:13][C:14]2[N:15]=[CH:16][NH:17][C:18]=2[C:19]([NH2:21])=[O:20])=[N:8][CH:9]=[CH:10][CH:11]=1)[CH2:2][CH2:3][CH3:4].ClCCl.C(OC(N=[C:31]=[S:32])=O)C.FC(F)(F)C(O)=O. Product: [CH2:1]([O:5][C:6]1[C:7]([CH2:12][N:13]2[C:14]3[N:15]=[CH:16][NH:17][C:18]=3[C:19](=[O:20])[NH:21][C:31]2=[S:32])=[N:8][CH:9]=[CH:10][CH:11]=1)[CH2:2][CH2:3][CH3:4]. The catalyst class is: 8. (2) Reactant: [N+:1]([C:4]1[CH:5]=[C:6]([CH:25]=[CH:26][CH:27]=1)[O:7][C:8]1[CH:15]=[CH:14][C:11](C=O)=[C:10]([B:16]2[O:20][C:19](C)(C)C(C)(C)[O:17]2)[CH:9]=1)([O-:3])=[O:2].[BH4-].[Na+]. Product: [N+:1]([C:4]1[CH:5]=[C:6]([CH:25]=[CH:26][CH:27]=1)[O:7][C:8]1[CH:15]=[CH:14][C:11]2[CH2:19][O:20][B:16]([OH:17])[C:10]=2[CH:9]=1)([O-:3])=[O:2]. The catalyst class is: 5. (3) Reactant: C[Si]([C:5]#[C:6][C:7]1[CH:8]=[C:9]2[C:14](=[CH:15][CH:16]=1)[CH:13]1[CH:17]([C:18]([O:20]CC)=[O:19])[CH:12]1[CH2:11][CH2:10]2)(C)C.[OH-].[Na+]. Product: [C:6]([C:7]1[CH:8]=[C:9]2[C:14](=[CH:15][CH:16]=1)[CH:13]1[CH:17]([C:18]([OH:20])=[O:19])[CH:12]1[CH2:11][CH2:10]2)#[CH:5]. The catalyst class is: 24. (4) Reactant: [F:1][C:2]1[CH:3]=[C:4]([C:27]2[CH:32]=[CH:31][C:30]([O:33][CH3:34])=[CH:29][CH:28]=2)[CH:5]=[CH:6][C:7]=1[N:8]1[C:12](=[O:13])[NH:11][N:10]=[C:9]1[CH2:14][C@@H:15]1[CH2:19][CH2:18][N:17]([C:20]([O:22]C(C)(C)C)=O)[CH2:16]1.Cl.[C:36](Cl)(=O)[CH:37](C)[CH3:38]. Product: [F:1][C:2]1[CH:3]=[C:4]([C:27]2[CH:32]=[CH:31][C:30]([O:33][CH3:34])=[CH:29][CH:28]=2)[CH:5]=[CH:6][C:7]=1[N:8]1[C:9]([CH2:14][C@@H:15]2[CH2:19][CH2:18][N:17]([C:20](=[O:22])[CH:37]([CH3:38])[CH3:36])[CH2:16]2)=[N:10][NH:11][C:12]1=[O:13]. The catalyst class is: 346. (5) Reactant: [OH-].[K+].[CH3:3][C:4]1[N:9]=[N:8][C:7]([NH:10][NH2:11])=[CH:6][CH:5]=1.[C:12](=S)=[S:13].Cl. Product: [CH3:3][C:4]1[CH:5]=[CH:6][C:7]2[N:8]([C:12]([SH:13])=[N:11][N:10]=2)[N:9]=1. The catalyst class is: 5. (6) Reactant: C([O:8][C:9](=[O:21])[CH2:10][N:11]1[C:19]2[CH2:18][CH2:17][N:16]([CH3:20])[CH2:15][C:14]=2[CH:13]=[N:12]1)C1C=CC=CC=1. Product: [CH3:20][N:16]1[CH2:17][CH2:18][C:19]2[N:11]([CH2:10][C:9]([OH:21])=[O:8])[N:12]=[CH:13][C:14]=2[CH2:15]1. The catalyst class is: 5. (7) The catalyst class is: 3. Product: [CH2:33]([O:32][C:30](=[O:31])[CH2:29][C:26]1[CH:25]=[CH:24][C:23]([S:22][C:18]2[CH:19]=[CH:20][CH:21]=[C:16]([NH:15][CH2:9][CH2:8][CH2:7][C:1]3[CH:2]=[CH:3][CH:4]=[CH:5][CH:6]=3)[CH:17]=2)=[CH:28][CH:27]=1)[CH3:34]. Reactant: [C:1]1([CH2:7][CH2:8][CH:9]=O)[CH:6]=[CH:5][CH:4]=[CH:3][CH:2]=1.C(O)(=O)C.[NH2:15][C:16]1[CH:17]=[C:18]([S:22][C:23]2[CH:28]=[CH:27][C:26]([CH2:29][C:30]([O:32][CH2:33][CH3:34])=[O:31])=[CH:25][CH:24]=2)[CH:19]=[CH:20][CH:21]=1.C([BH3-])#N.[Na+]. (8) Reactant: [NH:1]1[C:9]2[C:4](=[CH:5][CH:6]=[CH:7][CH:8]=2)[C:3](/[CH:10]=[CH:11]/[C:12]2[CH:20]=[CH:19][C:15]([C:16]([OH:18])=O)=[CH:14][CH:13]=2)=[N:2]1.[CH3:21][O:22][CH2:23][CH2:24][NH:25][CH3:26].O.ON1C2C=CC=CC=2N=N1.Cl.C(N=C=NCCCN(C)C)C.C(=O)([O-])O.[Na+]. Product: [CH3:21][O:22][CH2:23][CH2:24][N:25]([CH3:26])[C:16](=[O:18])[C:15]1[CH:14]=[CH:13][C:12](/[CH:11]=[CH:10]/[C:3]2[C:4]3[C:9](=[CH:8][CH:7]=[CH:6][CH:5]=3)[NH:1][N:2]=2)=[CH:20][CH:19]=1. The catalyst class is: 1. (9) Reactant: [CH3:1][CH:2]([C@H:4]([NH2:23])[C:5]([O:7][CH2:8][CH2:9][O:10][CH2:11][N:12]1[C:16]2[NH:17][C:18]([NH2:22])=[N:19][C:20](=[O:21])[C:15]=2[N:14]=[CH:13]1)=[O:6])[CH3:3].[C:24]([OH:31])(=[O:30])/[CH:25]=[CH:26]\[C:27]([OH:29])=[O:28]. Product: [CH3:3][CH:2]([C@H:4]([NH2:23])[C:5]([O:7][CH2:8][CH2:9][O:10][CH2:11][N:12]1[C:16]2[NH:17][C:18]([NH2:22])=[N:19][C:20](=[O:21])[C:15]=2[N:14]=[CH:13]1)=[O:6])[CH3:1].[C:24]([O-:31])(=[O:30])/[CH:25]=[CH:26]\[C:27]([O-:29])=[O:28]. The catalyst class is: 8. (10) Reactant: [NH:1]1[C:9]2[CH:8]=[CH:7][CH:6]=[C:5]([NH2:10])[C:4]=2[CH:3]=[CH:2]1.Cl.CN(C)CCCN=C=NCC.[CH:23]12[CH2:32][CH:27]3[CH2:28][CH:29]([CH2:31][CH:25]([CH2:26]3)[CH:24]1[CH2:33][C:34](O)=[O:35])[CH2:30]2. Product: [CH:23]12[CH2:32][CH:27]3[CH2:28][CH:29]([CH2:31][CH:25]([CH2:26]3)[CH:24]1[CH2:33][C:34]([NH:10][C:5]1[CH:6]=[CH:7][CH:8]=[C:9]3[C:4]=1[CH:3]=[CH:2][NH:1]3)=[O:35])[CH2:30]2. The catalyst class is: 546.